This data is from Peptide-MHC class I binding affinity with 185,985 pairs from IEDB/IMGT. The task is: Regression. Given a peptide amino acid sequence and an MHC pseudo amino acid sequence, predict their binding affinity value. This is MHC class I binding data. (1) The peptide sequence is MWAQDAAM. The MHC is HLA-A23:01 with pseudo-sequence HLA-A23:01. The binding affinity (normalized) is 0. (2) The binding affinity (normalized) is 0.0955. The MHC is HLA-A02:01 with pseudo-sequence HLA-A02:01. The peptide sequence is AVCNLASVA. (3) The peptide sequence is VYQRGTHPF. The MHC is HLA-C14:02 with pseudo-sequence HLA-C14:02. The binding affinity (normalized) is 1.00. (4) The peptide sequence is IRLRPGGKK. The MHC is HLA-B15:01 with pseudo-sequence HLA-B15:01. The binding affinity (normalized) is 0. (5) The peptide sequence is NGNFNFERV. The MHC is HLA-A02:19 with pseudo-sequence HLA-A02:19. The binding affinity (normalized) is 0.0847. (6) The peptide sequence is KPKLARGEL. The MHC is HLA-B46:01 with pseudo-sequence HLA-B46:01. The binding affinity (normalized) is 0.0847.